Dataset: Full USPTO retrosynthesis dataset with 1.9M reactions from patents (1976-2016). Task: Predict the reactants needed to synthesize the given product. (1) Given the product [CH2:13]([O:12][C:10](=[O:11])[CH2:9][C:8]1[C:3]([C:1]#[C:2][C:20]2[C:21]([C:22]([F:23])([F:24])[F:25])=[CH:16][N:17]=[C:18]([NH:26][C:27]3[CH:32]=[CH:31][C:30]([CH:33]4[CH2:34][CH2:35][N:36]([C:39]([O:41][C:42]([CH3:45])([CH3:44])[CH3:43])=[O:40])[CH2:37][CH2:38]4)=[CH:29][CH:28]=3)[N:19]=2)=[N:4][CH:5]=[N:6][CH:7]=1)[CH3:14], predict the reactants needed to synthesize it. The reactants are: [C:1]([C:3]1[C:8]([CH2:9][C:10]([O:12][CH2:13][CH3:14])=[O:11])=[CH:7][N:6]=[CH:5][N:4]=1)#[CH:2].Cl[C:16]1[C:21]([C:22]([F:25])([F:24])[F:23])=[CH:20][N:19]=[C:18]([NH:26][C:27]2[CH:32]=[CH:31][C:30]([CH:33]3[CH2:38][CH2:37][N:36]([C:39]([O:41][C:42]([CH3:45])([CH3:44])[CH3:43])=[O:40])[CH2:35][CH2:34]3)=[CH:29][CH:28]=2)[N:17]=1.C(N(CC)CC)C.F[B-](F)(F)F.C([PH+](C(C)(C)C)C(C)(C)C)(C)(C)C. (2) The reactants are: [CH:1]([CH:3]=[O:4])=[O:2].[CH3:5][C:6]([CH3:11])([CH2:9]O)[CH2:7][OH:8].C1(C)C=CC(S(O)(=O)=O)=CC=1.[O-]S([O-])(=O)=O.[Na+].[Na+].C([O-])(O)=O.[Na+]. Given the product [CH:1]([CH:3]1[O:8][CH2:7][C:6]([CH3:11])([CH3:9])[CH2:5][O:4]1)=[O:2], predict the reactants needed to synthesize it. (3) Given the product [CH3:25][C:24]1[CH:23]=[C:22]([N:26]2[C:27](=[O:28])/[C:29](=[N:30]\[NH:31][C:32]3[C:37]([OH:38])=[C:36]([C:39]4[CH:40]=[CH:41][CH:42]=[C:43]([N:15]5[C:56](=[O:58])[NH:53][N:17]=[N:16]5)[CH:44]=4)[CH:35]=[CH:34][CH:33]=3)/[C:48]([CH3:50])=[N:49]2)[CH:21]=[CH:20][C:19]=1[CH3:18], predict the reactants needed to synthesize it. The reactants are: C1(P([N:15]=[N+:16]=[N-:17])(C2C=CC=CC=2)=O)C=CC=CC=1.[CH3:18][C:19]1[CH:20]=[CH:21][C:22]([N:26]2[N:49]=[C:48]([CH3:50])/[C:29](=[N:30]/[NH:31][C:32]3[CH:33]=[CH:34][CH:35]=[C:36]([C:39]4[CH:40]=[CH:41][CH:42]=[C:43](C(O)=O)[CH:44]=4)[C:37]=3[OH:38])/[C:27]2=[O:28])=[CH:23][C:24]=1[CH3:25].CC[N:53]([CH2:56]C)CC.[OH2:58]. (4) Given the product [Cl:1][C:2]1[N:7]=[C:6]([NH:30][C:27]2[NH:28][N:29]=[C:25]([CH:22]3[CH2:24][CH2:23]3)[CH:26]=2)[C:5]([C:9]2[CH:14]=[CH:13][CH:12]=[CH:11][CH:10]=2)=[CH:4][N:3]=1, predict the reactants needed to synthesize it. The reactants are: [Cl:1][C:2]1[N:7]=[C:6](Cl)[C:5]([C:9]2[CH:14]=[CH:13][CH:12]=[CH:11][CH:10]=2)=[CH:4][N:3]=1.C(N(CC)CC)C.[CH:22]1([C:25]2[CH:26]=[C:27]([NH2:30])[NH:28][N:29]=2)[CH2:24][CH2:23]1. (5) Given the product [NH2:7][C:8]1[O:9][CH2:10][CH2:11][C@:12]([C:15]2[CH:20]=[C:19]([NH:21][C:29]([C:28]3[S:24][C:25]4[CH:35]=[CH:34][CH:33]=[CH:32][C:26]=4[CH:27]=3)=[O:30])[CH:18]=[CH:17][C:16]=2[F:22])([CH3:14])[N:13]=1, predict the reactants needed to synthesize it. The reactants are: C(OC(=O)[NH:7][C:8]1[O:9][CH2:10][CH2:11][C@:12]([C:15]2[CH:20]=[C:19]([NH2:21])[CH:18]=[CH:17][C:16]=2[F:22])([CH3:14])[N:13]=1)(C)(C)C.[S:24]1[C:28]([C:29](O)=[O:30])=[CH:27][C:26]2[CH:32]=[CH:33][CH:34]=[CH:35][C:25]1=2. (6) The reactants are: C([O:5][CH:6]([O:10][C:11]([CH3:14])([CH3:13])[CH3:12])N(C)C)(C)(C)C.[C:15]([O:26][CH3:27])(=[O:25])[C:16]1[CH:24]=[CH:23][CH:22]=[C:18](C([O-])=O)[CH:17]=1.C(OCC)(=O)C. Given the product [C:18]1([C:6]([O:10][C:11]([CH3:12])([CH3:13])[CH3:14])=[O:5])[CH:22]=[CH:23][CH:24]=[C:16]([C:15]([O:26][CH3:27])=[O:25])[CH:17]=1, predict the reactants needed to synthesize it. (7) Given the product [CH3:42][C:38]1[N:37]=[C:36]([NH:35][S:32]([C:29]2[CH:30]=[CH:31][C:26]([C:49]3[CH:50]=[CH:51][C:46]([C:44]#[N:45])=[CH:47][CH:48]=3)=[CH:27][C:28]=2[F:43])(=[O:34])=[O:33])[CH:41]=[CH:40][CH:39]=1, predict the reactants needed to synthesize it. The reactants are: CC1N=C(NS(C2C=CC(C3C=CC(Cl)=CC=3)=CC=2)(=O)=O)C=CC=1.Br[C:26]1[CH:31]=[CH:30][C:29]([S:32]([NH:35][C:36]2[CH:41]=[CH:40][CH:39]=[C:38]([CH3:42])[N:37]=2)(=[O:34])=[O:33])=[C:28]([F:43])[CH:27]=1.[C:44]([C:46]1[CH:51]=[CH:50][C:49](B(O)O)=[CH:48][CH:47]=1)#[N:45].